This data is from Catalyst prediction with 721,799 reactions and 888 catalyst types from USPTO. The task is: Predict which catalyst facilitates the given reaction. (1) Reactant: [CH3:1][N:2]([CH3:16])[C:3]1[CH:8]=[CH:7][C:6]([N+:9]([O-:11])=[O:10])=[C:5]([NH:12]C(C)=O)[CH:4]=1.O.Cl.N. Product: [CH3:1][N:2]([CH3:16])[C:3]1[CH:8]=[CH:7][C:6]([N+:9]([O-:11])=[O:10])=[C:5]([NH2:12])[CH:4]=1. The catalyst class is: 5. (2) Reactant: [CH3:1][O:2][C:3]1[C:11]2[N:10]=[C:9]([CH2:12][CH2:13][CH2:14][N:15]([CH3:33])[CH2:16][CH2:17][C:18]3([OH:32])[CH2:23][CH:22]4[CH2:24][CH2:25][CH:19]3[CH:20]=[C:21]4[C:26]3[CH:31]=[CH:30][CH:29]=[CH:28][CH:27]=3)[NH:8][C:7]=2[CH:6]=[CH:5][CH:4]=1.CCN(CC)CC.[CH3:41][O:42][C:43]([CH3:48])([CH3:47])[C:44](Cl)=[O:45].C1COCC1. Product: [CH3:1][O:2][C:3]1[C:11]2[N:10]=[C:9]([CH2:12][CH2:13][CH2:14][N:15]([CH3:33])[CH2:16][CH2:17][C@:18]3([O:32][C:44](=[O:45])[C:43]([O:42][CH3:41])([CH3:48])[CH3:47])[CH2:23][C@H:22]4[CH2:24][CH2:25][C@@H:19]3[CH:20]=[C:21]4[C:26]3[CH:27]=[CH:28][CH:29]=[CH:30][CH:31]=3)[NH:8][C:7]=2[CH:6]=[CH:5][CH:4]=1. The catalyst class is: 64. (3) Reactant: [H-].[Al+3].[Li+].[H-].[H-].[H-].[NH2:7][C:8]1([C:17](O)=[O:18])[CH2:16][C:15]2[C:10](=[CH:11][CH:12]=[CH:13][CH:14]=2)[CH2:9]1. Product: [NH2:7][C:8]1([CH2:17][OH:18])[CH2:9][C:10]2[C:15](=[CH:14][CH:13]=[CH:12][CH:11]=2)[CH2:16]1. The catalyst class is: 28. (4) Reactant: S(C)C.[C:4]([NH:7][C:8]1[C:18]2[NH:17][C:16](=O)[CH2:15][N:14]3[C:20]4[CH:21]=[C:22]([C:33]([O:35]C)=[O:34])[CH:23]=[CH:24][C:25]=4[C:26]([CH:27]4[CH2:32][CH2:31][CH2:30][CH2:29][CH2:28]4)=[C:13]3[C:12]=2[CH:11]=[CH:10][CH:9]=1)(=O)[CH3:5]. Product: [CH:27]1([C:26]2[C:25]3[CH:24]=[CH:23][C:22]([C:33]([OH:35])=[O:34])=[CH:21][C:20]=3[N:14]3[C:13]=2[C:12]2[CH:11]=[CH:10][CH:9]=[C:8]4[N:7]=[C:4]([CH3:5])[N:17]([C:18]=24)[CH2:16][CH2:15]3)[CH2:28][CH2:29][CH2:30][CH2:31][CH2:32]1. The catalyst class is: 1. (5) Reactant: [CH2:1]=[C:2]([Mg]Br)[CH3:3].[Cl:6][C:7]1[C:8]([F:16])=[C:9]([C:12]([F:15])=[CH:13][CH:14]=1)[CH:10]=[O:11]. Product: [Cl:6][C:7]1[C:8]([F:16])=[C:9]([CH:10]([OH:11])[C:2]([CH3:3])=[CH2:1])[C:12]([F:15])=[CH:13][CH:14]=1. The catalyst class is: 1. (6) Reactant: CC1(C)CCCC(C)(C)N1.C([Li])CCC.[F:16][C:17]1[C:22]([CH2:23][C:24]([CH3:27])([CH3:26])[CH3:25])=[CH:21][CH:20]=[C:19]([F:28])[N:18]=1.[Si:29]([O:36][C:37]1([CH2:41]/[CH:42]=[N:43]/[S@@:44]([C:46]([CH3:49])([CH3:48])[CH3:47])=[O:45])[CH2:40][CH2:39][CH2:38]1)([C:32]([CH3:35])([CH3:34])[CH3:33])([CH3:31])[CH3:30].N#N. The catalyst class is: 1. Product: [Si:29]([O:36][C:37]1([CH2:41][C@H:42]([NH:43][S:44]([C:46]([CH3:49])([CH3:48])[CH3:47])=[O:45])[C:20]2[C:19]([F:28])=[N:18][C:17]([F:16])=[C:22]([CH2:23][C:24]([CH3:25])([CH3:27])[CH3:26])[CH:21]=2)[CH2:40][CH2:39][CH2:38]1)([C:32]([CH3:34])([CH3:35])[CH3:33])([CH3:31])[CH3:30]. (7) Reactant: [NH:1]1[C:9]2[CH:8]=[CH:7][CH:6]=[C:5]([CH:10]=[O:11])[C:4]=2[CH:3]=[CH:2]1.[H-].[Na+].[CH2:14](I)[CH3:15].O. Product: [CH2:14]([N:1]1[C:9]2[CH:8]=[CH:7][CH:6]=[C:5]([CH:10]=[O:11])[C:4]=2[CH:3]=[CH:2]1)[CH3:15]. The catalyst class is: 3. (8) Reactant: [NH2:1][C:2]1[CH:3]=[C:4]2[C:8](=[C:9]([F:11])[CH:10]=1)[N:7]([CH2:12][CH:13]1[CH2:15][CH2:14]1)[C:6](=[O:16])[CH2:5]2.[C:17]([O:21][C:22](=[O:28])[NH:23][CH2:24][C@H:25]1[CH2:27][O:26]1)([CH3:20])([CH3:19])[CH3:18].FC(F)(F)S([O-])(=O)=O.[Li+]. Product: [C:17]([O:21][C:22](=[O:28])[NH:23][CH2:24][C@H:25]([OH:26])[CH2:27][NH:1][C:2]1[CH:3]=[C:4]2[C:8](=[C:9]([F:11])[CH:10]=1)[N:7]([CH2:12][CH:13]1[CH2:15][CH2:14]1)[C:6](=[O:16])[CH2:5]2)([CH3:19])([CH3:18])[CH3:20]. The catalyst class is: 115. (9) Reactant: CCCCCCCCCCCCCCCC(OC[C@@H]([O:33][C:34](CCCCCCCCCCCCCCC)=[O:35])COP(OCC[N+:29](C)(C)C)([O-])=O)=O.[CH3:51][CH2:52][CH2:53][CH:54]1[O:74][C@:73]2([C:75]([CH2:77][OH:78])=[O:76])[C@@H:56]([CH2:57][C@@H:58]3[C@:72]2([CH3:79])[CH2:71][C@H:70]([OH:80])[C@H:69]2[C@H:59]3[CH2:60][CH2:61][C:62]3[C@:68]2([CH3:81])[CH:67]=[CH:66][C:64](=[O:65])[CH:63]=3)[O:55]1. Product: [CH3:51][CH2:52][CH2:53][CH:54]1[O:74][C@:73]2([C:75]([CH2:77][OH:78])=[O:76])[C@@H:56]([CH2:57][C@@H:58]3[C@:72]2([CH3:79])[CH2:71][C@H:70]([OH:80])[C@H:69]2[C@H:59]3[CH2:60][CH2:61][C:62]3[C@:68]2([CH3:81])[CH:67]=[CH:66][C:64](=[O:65])[CH:63]=3)[O:55]1.[C:34](=[O:35])([OH:55])[O-:33].[NH4+:29]. The catalyst class is: 2. (10) Reactant: [CH2:1]([O:8][C:9]1[CH:16]=[CH:15][C:14]([O:17][CH3:18])=[CH:13][C:10]=1[CH:11]=[O:12])[C:2]1[CH:7]=[CH:6][CH:5]=[CH:4][CH:3]=1.[CH3:19][O:20][C:21]1[CH:26]=[CH:25][C:24]([Mg]Br)=[CH:23][CH:22]=1.[Cl-].[NH4+]. Product: [CH2:1]([O:8][C:9]1[CH:16]=[CH:15][C:14]([O:17][CH3:18])=[CH:13][C:10]=1[CH:11]([C:24]1[CH:25]=[CH:26][C:21]([O:20][CH3:19])=[CH:22][CH:23]=1)[OH:12])[C:2]1[CH:3]=[CH:4][CH:5]=[CH:6][CH:7]=1. The catalyst class is: 1.